From a dataset of Forward reaction prediction with 1.9M reactions from USPTO patents (1976-2016). Predict the product of the given reaction. (1) Given the reactants [F:1][C:2]1[CH:24]=[CH:23][CH:22]=[CH:21][C:3]=1[CH2:4][C@@H:5]1[CH2:10][C@@H:9]([C:11]2[O:15][NH:14][C:13](=[O:16])[CH:12]=2)[CH2:8][CH2:7][N:6]1C(OC)=O, predict the reaction product. The product is: [F:1][C:2]1[CH:24]=[CH:23][CH:22]=[CH:21][C:3]=1[CH2:4][C@@H:5]1[CH2:10][C@@H:9]([C:11]2[O:15][NH:14][C:13](=[O:16])[CH:12]=2)[CH2:8][CH2:7][NH:6]1. (2) Given the reactants Cl[C:2]1[N:3]=[C:4]([N:22]2[CH2:27][CH2:26][O:25][CH2:24][CH2:23]2)[C:5]2[CH:10]=[C:9]([CH2:11][N:12]3[CH2:17][CH2:16][N:15]([S:18]([CH3:21])(=[O:20])=[O:19])[CH2:14][CH2:13]3)[S:8][C:6]=2[N:7]=1.[CH3:28][C:29]1[C:34](B2OC(C)(C)C(C)(C)O2)=[CH:33][N:32]=[C:31]([NH2:44])[N:30]=1, predict the reaction product. The product is: [CH3:28][C:29]1[C:34]([C:2]2[N:3]=[C:4]([N:22]3[CH2:27][CH2:26][O:25][CH2:24][CH2:23]3)[C:5]3[CH:10]=[C:9]([CH2:11][N:12]4[CH2:17][CH2:16][N:15]([S:18]([CH3:21])(=[O:20])=[O:19])[CH2:14][CH2:13]4)[S:8][C:6]=3[N:7]=2)=[CH:33][N:32]=[C:31]([NH2:44])[N:30]=1.